Dataset: Full USPTO retrosynthesis dataset with 1.9M reactions from patents (1976-2016). Task: Predict the reactants needed to synthesize the given product. Given the product [C:1]([O:4][C@@H:5]1[C@@H:20]([O:21][C:22](=[O:24])[CH3:23])[C@H:19]([O:25][C:26](=[O:28])[CH3:27])[CH2:18][S:17][C@H:6]1[O:7][C:8]1[CH:13]=[C:12]([CH3:14])[C:11]([C:31]2[CH:30]=[N:29][CH:34]=[CH:33][CH:32]=2)=[C:10]([CH3:16])[CH:9]=1)(=[O:3])[CH3:2], predict the reactants needed to synthesize it. The reactants are: [C:1]([O:4][C@@H:5]1[C@@H:20]([O:21][C:22](=[O:24])[CH3:23])[C@H:19]([O:25][C:26](=[O:28])[CH3:27])[CH2:18][S:17][C@H:6]1[O:7][C:8]1[CH:13]=[C:12]([CH3:14])[C:11](Br)=[C:10]([CH3:16])[CH:9]=1)(=[O:3])[CH3:2].[N:29]1[CH:34]=[CH:33][CH:32]=[C:31](B(O)O)[CH:30]=1.